From a dataset of Full USPTO retrosynthesis dataset with 1.9M reactions from patents (1976-2016). Predict the reactants needed to synthesize the given product. (1) Given the product [C:40]([C:3]1[CH:2]=[CH:28][CH:32]=[CH:31][C:30]=1[CH:11]1[CH2:14][N:13]([C:15]([O:17][C:18]([CH3:21])([CH3:20])[CH3:19])=[O:16])[CH2:12]1)(=[O:41])[CH3:39], predict the reactants needed to synthesize it. The reactants are: Br[CH2:2][CH2:3]Br.[Si](Cl)(C)(C)C.I[CH:11]1[CH2:14][N:13]([C:15]([O:17][C:18]([CH3:21])([CH3:20])[CH3:19])=[O:16])[CH2:12]1.O1[CH:28]=[CH:32][CH:31]=[C:30]1P([C:28]1O[CH:30]=[CH:31][CH:32]=1)[C:28]1O[CH:30]=[CH:31][CH:32]=1.C1C[O:41][CH2:40][CH2:39]1. (2) The reactants are: [C:1]1([S:7]([N:10]2[C:14]3=[N:15][CH:16]=[C:17]([CH:19]4[CH2:23][O:22][C:21]([CH3:25])([CH3:24])[O:20]4)[CH:18]=[C:13]3[CH:12]=[CH:11]2)(=[O:9])=[O:8])[CH:6]=[CH:5][CH:4]=[CH:3][CH:2]=1.C([N-][CH:30]([CH3:32])[CH3:31])(C)C.[Li+].C([Li])C[CH2:36][CH3:37].CCCCCC.C(NC(C)C)(C)C.[CH:52]1([CH:57]=[O:58])CCCC1. Given the product [C:1]1([S:7]([N:10]2[C:14]3=[N:15][CH:16]=[C:17]([CH:19]4[CH2:23][O:22][C:21]([CH3:25])([CH3:24])[O:20]4)[CH:18]=[C:13]3[CH:12]=[C:11]2[CH:57]([OH:58])[CH2:52][CH:31]2[CH2:30][CH2:32][CH2:37][CH2:36]2)(=[O:9])=[O:8])[CH:2]=[CH:3][CH:4]=[CH:5][CH:6]=1, predict the reactants needed to synthesize it. (3) Given the product [OH:5][C@@H:4]([C:6]1[CH:11]=[CH:10][CH:9]=[CH:8][CH:7]=1)[CH2:3][CH2:2][N:26]1[CH2:27][CH2:28][CH:23]([C:19]2[CH:18]=[C:17]([NH:16][C:14](=[O:15])[CH:13]([CH3:12])[CH3:29])[CH:22]=[CH:21][CH:20]=2)[CH2:24][CH2:25]1, predict the reactants needed to synthesize it. The reactants are: Cl[CH2:2][CH2:3][C@H:4]([C:6]1[CH:11]=[CH:10][CH:9]=[CH:8][CH:7]=1)[OH:5].[CH3:12][CH:13]([CH3:29])[C:14]([NH:16][C:17]1[CH:22]=[CH:21][CH:20]=[C:19]([CH:23]2[CH2:28][CH2:27][NH:26][CH2:25][CH2:24]2)[CH:18]=1)=[O:15].C(=O)([O-])[O-].[K+].[K+].[I-].[Na+]. (4) Given the product [CH3:1][O:2][C:3](=[O:31])[NH:4][CH:5]([C:9]([N:11]1[CH:15]([C:16]2[NH:20][C:19]([C:21]3[CH:26]=[CH:25][C:24]([C:55]4[CH:56]=[CH:57][C:52]([C:50]5[NH:51][C:47]([CH:43]6[CH2:44][CH2:45][CH2:46][N:42]6[C:40](=[O:41])[CH:36]([NH:35][C:34]([O:33][CH3:32])=[O:67])[CH:37]([CH3:39])[CH3:38])=[N:48][CH:49]=5)=[CH:53][CH:54]=4)=[CH:23][CH:22]=3)=[CH:18][N:17]=2)[CH2:14][N:13]([C:28](=[O:30])[CH3:29])[CH2:12]1)=[O:10])[CH:6]([CH3:8])[CH3:7], predict the reactants needed to synthesize it. The reactants are: [CH3:1][O:2][C:3](=[O:31])[NH:4][CH:5]([C:9]([N:11]1[CH:15]([C:16]2[NH:17][CH:18]=[C:19]([C:21]3[CH:26]=[CH:25][C:24](Br)=[CH:23][CH:22]=3)[N:20]=2)[CH2:14][N:13]([C:28](=[O:30])[CH3:29])[CH2:12]1)=[O:10])[CH:6]([CH3:8])[CH3:7].[CH3:32][O:33][C:34](=[O:67])[NH:35][CH:36]([C:40]([N:42]1[CH2:46][CH2:45][CH2:44][CH:43]1[C:47]1[NH:48][CH:49]=[C:50]([C:52]2[CH:57]=[CH:56][C:55](B3OC(C)(C)C(C)(C)O3)=[CH:54][CH:53]=2)[N:51]=1)=[O:41])[CH:37]([CH3:39])[CH3:38].C(=O)([O-])[O-].[K+].[K+].COCCOC. (5) Given the product [CH:13]1([CH:9]2[CH2:8][N:7]([CH3:16])[CH2:6][C:5]3[C:4]([CH3:17])=[CH:3][C:2]([NH:26][C:24]4[CH:23]=[CH:22][C:21]([C:27]5[CH:28]=[N:29][N:30]([CH3:32])[CH:31]=5)=[C:20]([O:19][CH3:18])[N:25]=4)=[N:12][C:11]=3[O:10]2)[CH2:15][CH2:14]1, predict the reactants needed to synthesize it. The reactants are: Cl[C:2]1[CH:3]=[C:4]([CH3:17])[C:5]2[CH2:6][N:7]([CH3:16])[CH2:8][CH:9]([CH:13]3[CH2:15][CH2:14]3)[O:10][C:11]=2[N:12]=1.[CH3:18][O:19][C:20]1[N:25]=[C:24]([NH2:26])[CH:23]=[CH:22][C:21]=1[C:27]1[CH:28]=[N:29][N:30]([CH3:32])[CH:31]=1.C(=O)([O-])[O-].[Cs+].[Cs+]. (6) The reactants are: [CH2:1]([O:8][C:9]([N:11]([C:18]([O:20][CH2:21][C:22]1[CH:27]=[CH:26][CH:25]=[CH:24][CH:23]=1)=[O:19])[CH2:12][CH2:13][CH2:14][CH2:15][C:16]#[CH:17])=[O:10])[C:2]1[CH:7]=[CH:6][CH:5]=[CH:4][CH:3]=1.C([N-]C(C)C)(C)C.[Li+].[OH:36][C:37]([CH3:42])([CH3:41])[C:38](=[O:40])[CH3:39]. Given the product [CH2:21]([O:20][C:18]([N:11]([C:9]([O:8][CH2:1][C:2]1[CH:3]=[CH:4][CH:5]=[CH:6][CH:7]=1)=[O:10])[CH2:12][CH2:13][CH2:14][CH2:15][C:16]#[C:17][C:38]([OH:40])([CH3:39])[C:37]([OH:36])([CH3:42])[CH3:41])=[O:19])[C:22]1[CH:23]=[CH:24][CH:25]=[CH:26][CH:27]=1, predict the reactants needed to synthesize it. (7) Given the product [Br:1][C:2]1[C:3]([Cl:13])=[N:4][C:5]([CH3:9])=[N:6][C:7]=1[CH3:8], predict the reactants needed to synthesize it. The reactants are: [Br:1][C:2]1[C:3](O)=[N:4][C:5]([CH3:9])=[N:6][C:7]=1[CH3:8].O=P(Cl)(Cl)[Cl:13]. (8) Given the product [Cl:19][C:2]1[C:11]2[C:6](=[CH:7][CH:8]=[CH:9][CH:10]=2)[N:5]=[C:4]([C:12]([O:14][CH2:15][CH3:16])=[O:13])[N:3]=1, predict the reactants needed to synthesize it. The reactants are: O=[C:2]1[C:11]2[C:6](=[CH:7][CH:8]=[CH:9][CH:10]=2)[N:5]=[C:4]([C:12]([O:14][CH2:15][CH3:16])=[O:13])[NH:3]1.S(Cl)([Cl:19])=O. (9) Given the product [CH2:6]([O:13][C:14]1[CH:15]=[CH:16][C:17]2[C:18]3[C:19](=[N:25][N:26]([CH2:28][CH3:29])[CH:27]=3)[C:20]([Cl:3])=[N:21][C:22]=2[CH:23]=1)[C:7]1[CH:12]=[CH:11][CH:10]=[CH:9][CH:8]=1, predict the reactants needed to synthesize it. The reactants are: P(Cl)(Cl)([Cl:3])=O.[CH2:6]([O:13][C:14]1[CH:15]=[CH:16][C:17]2[C:18]3[C:19](=[N:25][N:26]([CH2:28][CH3:29])[CH:27]=3)[C:20](=O)[NH:21][C:22]=2[CH:23]=1)[C:7]1[CH:12]=[CH:11][CH:10]=[CH:9][CH:8]=1.[OH-].[Na+].